From a dataset of Catalyst prediction with 721,799 reactions and 888 catalyst types from USPTO. Predict which catalyst facilitates the given reaction. (1) Reactant: OC1CN[C@H](C(O)=O)C1.[C:10]([C:12]1[CH:39]=[CH:38][C:15]([CH2:16][C:17]2([C:34]([O:36][CH3:37])=[O:35])[CH2:21][C@@H:20]([OH:22])[CH2:19][N:18]2[C:23](=[O:33])[CH2:24][C:25]2[CH:30]=[C:29]([Cl:31])[CH:28]=[C:27]([Cl:32])[CH:26]=2)=[CH:14][CH:13]=1)#[N:11].N1C=CN=C1.[Si:45](Cl)([C:48]([CH3:51])([CH3:50])[CH3:49])([CH3:47])[CH3:46]. Product: [Si:45]([O:22][C@H:20]1[CH2:19][N:18]([C:23](=[O:33])[CH2:24][C:25]2[CH:30]=[C:29]([Cl:31])[CH:28]=[C:27]([Cl:32])[CH:26]=2)[C:17]([CH2:16][C:15]2[CH:14]=[CH:13][C:12]([C:10]#[N:11])=[CH:39][CH:38]=2)([C:34]([O:36][CH3:37])=[O:35])[CH2:21]1)([C:48]([CH3:51])([CH3:50])[CH3:49])([CH3:47])[CH3:46]. The catalyst class is: 18. (2) Reactant: [Cl:1][C:2]1[CH:3]=[CH:4][C:5]([C:8]([C:17]2[CH:22]=[C:21]([C:23]([F:26])([F:25])[F:24])[CH:20]=[C:19]([F:27])[CH:18]=2)([NH2:16])[CH2:9][C:10]2[CH:15]=[CH:14][CH:13]=[CH:12][CH:11]=2)=[N:6][CH:7]=1.N1C=CC=CC=1.[F:34][C:35]([F:49])([F:48])[C@:36]([O:46][CH3:47])([C:40]1[CH:45]=[CH:44][CH:43]=[CH:42][CH:41]=1)[C:37](Cl)=[O:38]. Product: [Cl:1][C:2]1[CH:3]=[CH:4][C:5]([C@@:8]([NH:16][C:37](=[O:38])[C@@:36]([O:46][CH3:47])([C:40]2[CH:41]=[CH:42][CH:43]=[CH:44][CH:45]=2)[C:35]([F:48])([F:49])[F:34])([C:17]2[CH:22]=[C:21]([C:23]([F:26])([F:24])[F:25])[CH:20]=[C:19]([F:27])[CH:18]=2)[CH2:9][C:10]2[CH:11]=[CH:12][CH:13]=[CH:14][CH:15]=2)=[N:6][CH:7]=1. The catalyst class is: 2. (3) Product: [CH3:24][O:25][C:2]1[N:3]([CH:18]2[CH2:23][CH2:22][CH2:21][CH2:20][O:19]2)[C:4]2[C:9]([N:10]=1)=[C:8]([NH2:11])[N:7]=[C:6]([NH:12][CH2:13][CH2:14][CH2:15][CH2:16][CH3:17])[N:5]=2. The catalyst class is: 5. Reactant: Br[C:2]1[N:3]([CH:18]2[CH2:23][CH2:22][CH2:21][CH2:20][O:19]2)[C:4]2[C:9]([N:10]=1)=[C:8]([NH2:11])[N:7]=[C:6]([NH:12][CH2:13][CH2:14][CH2:15][CH2:16][CH3:17])[N:5]=2.[CH3:24][O-:25].[Na+]. (4) The catalyst class is: 593. Product: [NH2:24][C:22](=[O:23])[C@H:21]([NH:20][C:6]1[N:7]=[C:8]([NH:9][C:10]2[CH:11]=[N:12][C:13]3[C:18]([CH:19]=2)=[CH:17][CH:16]=[CH:15][CH:14]=3)[C:3]([C:1]([NH2:2])=[O:35])=[N:4][CH:5]=1)[CH2:25][CH:26]1[CH2:27][CH2:28]1. Reactant: [C:1]([C:3]1[N:4]=[CH:5][C:6]([NH:20][C@H:21]([CH2:25][CH:26]2[CH2:28][CH2:27]2)[C:22]([NH2:24])=[O:23])=[N:7][C:8]=1[NH:9][C:10]1[CH:11]=[N:12][C:13]2[C:18]([CH:19]=1)=[CH:17][CH:16]=[CH:15][CH:14]=2)#[N:2].[OH-].[Na+].OO.CC(O)=[O:35]. (5) Reactant: [C:1](N1C=CN=C1)([N:3]1C=CN=C1)=[S:2].[N:13]1([C:19]([O:21][C:22]([CH3:25])([CH3:24])[CH3:23])=[O:20])[CH2:18][CH2:17][NH:16][CH2:15][CH2:14]1. Product: [NH2:3][C:1](=[S:2])[N:16]1[CH2:17][CH2:18][N:13]([C:19]([O:21][C:22]([CH3:25])([CH3:24])[CH3:23])=[O:20])[CH2:14][CH2:15]1. The catalyst class is: 7. (6) Product: [F:5][C:6]1[CH:36]=[CH:35][C:9]([CH2:10][N:11]2[C:19]3[C:14](=[CH:15][CH:16]=[CH:17][CH:18]=3)[C:13]3[CH2:20][CH:21]([CH2:31][OH:32])[N:22]([C:24]([O:26][C:27]([CH3:30])([CH3:28])[CH3:29])=[O:25])[CH2:23][C:12]2=3)=[CH:8][CH:7]=1. The catalyst class is: 301. Reactant: [Li+].[Cl-].[BH4-].[Na+].[F:5][C:6]1[CH:36]=[CH:35][C:9]([CH2:10][N:11]2[C:19]3[C:14](=[CH:15][CH:16]=[CH:17][CH:18]=3)[C:13]3[CH2:20][CH:21]([C:31](OC)=[O:32])[N:22]([C:24]([O:26][C:27]([CH3:30])([CH3:29])[CH3:28])=[O:25])[CH2:23][C:12]2=3)=[CH:8][CH:7]=1. (7) Reactant: O[Li].O.[OH:4][C:5]1([C:16]([O:18]C)=[O:17])[C:14]2[C:9](=[CH:10][CH:11]=[C:12]([CH3:15])[CH:13]=2)[O:8][CH2:7][CH2:6]1. Product: [OH:4][C:5]1([C:16]([OH:18])=[O:17])[C:14]2[C:9](=[CH:10][CH:11]=[C:12]([CH3:15])[CH:13]=2)[O:8][CH2:7][CH2:6]1. The catalyst class is: 90.